This data is from Catalyst prediction with 721,799 reactions and 888 catalyst types from USPTO. The task is: Predict which catalyst facilitates the given reaction. (1) Reactant: [CH3:1][C:2]1[C:6]([C:7]2[CH:19]=[C:18]([C:20]([O:22]C(C)(C)C)=[O:21])[C:17]3[C:16]4[C:11](=[CH:12][CH:13]=[C:14]([C:27]([N:29]5[CH2:32][CH:31]([F:33])[CH2:30]5)=[O:28])[CH:15]=4)[N:10]([CH2:34][C:35]4[CH:40]=[CH:39][C:38]([F:41])=[CH:37][CH:36]=4)[C:9]=3[CH:8]=2)=[C:5]([CH3:42])[O:4][N:3]=1.C(O)(C(F)(F)F)=O. Product: [CH3:1][C:2]1[C:6]([C:7]2[CH:19]=[C:18]([C:20]([OH:22])=[O:21])[C:17]3[C:16]4[C:11](=[CH:12][CH:13]=[C:14]([C:27]([N:29]5[CH2:30][CH:31]([F:33])[CH2:32]5)=[O:28])[CH:15]=4)[N:10]([CH2:34][C:35]4[CH:36]=[CH:37][C:38]([F:41])=[CH:39][CH:40]=4)[C:9]=3[CH:8]=2)=[C:5]([CH3:42])[O:4][N:3]=1. The catalyst class is: 2. (2) Reactant: [CH2:1]([C:3]([C:16]1[CH:21]=[CH:20][C:19]([O:22][S:23]([C:26]([F:29])([F:28])[F:27])(=[O:25])=[O:24])=[C:18]([CH3:30])[CH:17]=1)([C:6]1[CH:11]=[CH:10][C:9]([N+:12]([O-])=O)=[C:8]([CH3:15])[CH:7]=1)[CH2:4][CH3:5])[CH3:2]. Product: [NH2:12][C:9]1[CH:10]=[CH:11][C:6]([C:3]([C:16]2[CH:21]=[CH:20][C:19]([O:22][S:23]([C:26]([F:29])([F:27])[F:28])(=[O:25])=[O:24])=[C:18]([CH3:30])[CH:17]=2)([CH2:4][CH3:5])[CH2:1][CH3:2])=[CH:7][C:8]=1[CH3:15]. The catalyst class is: 19. (3) Product: [Cl:1][C:2]1[CH:7]=[CH:6][C:5]([C:8]2[CH:13]=[N:12][C:11]([C:21]#[C:20][Si:17]([CH3:19])([CH3:18])[CH3:16])=[CH:10][N:9]=2)=[C:4]([CH3:15])[CH:3]=1. The catalyst class is: 25. Reactant: [Cl:1][C:2]1[CH:7]=[CH:6][C:5]([C:8]2[CH:13]=[N:12][C:11](I)=[CH:10][N:9]=2)=[C:4]([CH3:15])[CH:3]=1.[CH3:16][Si:17]([C:20]#[CH:21])([CH3:19])[CH3:18]. (4) Reactant: [CH3:1][Mg]Br.[F:4][C:5]1[CH:12]=[CH:11][C:10]([C:13]2[N:14]=[C:15]([CH:25]([CH3:27])[CH3:26])[NH:16][C:17]=2[C:18]2[CH:23]=[CH:22][CH:21]=[C:20]([CH3:24])[N:19]=2)=[CH:9][C:6]=1C#N.Cl.[C:29](=[O:32])([O-])[O-].[Na+].[Na+]. Product: [F:4][C:5]1[CH:6]=[CH:9][C:10]([C:13]2[N:14]=[C:15]([CH:25]([CH3:27])[CH3:26])[NH:16][C:17]=2[C:18]2[CH:23]=[CH:22][CH:21]=[C:20]([CH3:24])[N:19]=2)=[CH:11][C:12]=1[C:29](=[O:32])[CH3:1]. The catalyst class is: 132. (5) Reactant: [H-].[Na+].[CH2:3]([O:5][C:6](=[O:36])/[CH:7]=[CH:8]/[CH2:9][CH2:10][C@@H:11]1[N:16]([S:17]([C:20]2[CH:25]=[CH:24][CH:23]=[CH:22][CH:21]=2)(=[O:19])=[O:18])[CH2:15][CH2:14][N:13]([C:26]([O:28][CH2:29][C:30]2[CH:35]=[CH:34][CH:33]=[CH:32][CH:31]=2)=[O:27])[CH2:12]1)[CH3:4].[CH3:37]S(C)=O. Product: [CH2:3]([O:5][C:6]([CH:7]1[CH2:37][CH:8]1[CH2:9][CH2:10][C@@H:11]1[N:16]([S:17]([C:20]2[CH:21]=[CH:22][CH:23]=[CH:24][CH:25]=2)(=[O:19])=[O:18])[CH2:15][CH2:14][N:13]([C:26]([O:28][CH2:29][C:30]2[CH:35]=[CH:34][CH:33]=[CH:32][CH:31]=2)=[O:27])[CH2:12]1)=[O:36])[CH3:4]. The catalyst class is: 28. (6) Reactant: [C:1]([C:3]1[CH:8]=[CH:7][C:6]([CH2:9][C:10]([OH:12])=O)=[CH:5][CH:4]=1)#[N:2].[NH2:13][C:14]1[CH:15]=[C:16]([C:20]([C:22]2[C:30]3[CH:29]=[N:28][CH:27]=[N:26][C:25]=3[N:24]([C:31]3([CH2:34][O:35]C4CCCCO4)[CH2:33][CH2:32]3)[CH:23]=2)=[O:21])[CH:17]=[N:18][CH:19]=1.CCCP(O)(O)=O.C(N(CC)CC)C. Product: [C:1]([C:3]1[CH:4]=[CH:5][C:6]([CH2:9][C:10]([NH:13][C:14]2[CH:19]=[N:18][CH:17]=[C:16]([C:20]([C:22]3[C:30]4[CH:29]=[N:28][CH:27]=[N:26][C:25]=4[N:24]([C:31]4([CH2:34][OH:35])[CH2:33][CH2:32]4)[CH:23]=3)=[O:21])[CH:15]=2)=[O:12])=[CH:7][CH:8]=1)#[N:2]. The catalyst class is: 1. (7) Reactant: [CH:1]1[C:10]2[C:5](=[CH:6][CH:7]=[CH:8][CH:9]=2)[C:4]([C:11]([OH:13])=[O:12])=[CH:3][N:2]=1.[CH3:14]CN=C=NCCCN(C)C.C1C=CC2N(O)N=NC=2C=1.CO. Product: [CH:1]1[C:10]2[C:5](=[CH:6][CH:7]=[CH:8][CH:9]=2)[C:4]([C:11]([O:13][CH3:14])=[O:12])=[CH:3][N:2]=1. The catalyst class is: 64.